Dataset: Reaction yield outcomes from USPTO patents with 853,638 reactions. Task: Predict the reaction yield, written as a fraction of the theoretical maximum amount of product (1.0 means a 100% yield; for example, 0.34 means a 34% yield). (1) The reactants are [Na].[Br:2][C:3]1[CH:8]=[CH:7][C:6]([S:9]([CH:12]2[CH2:15][CH2:14][CH2:13]2)(=[O:11])=[O:10])=[CH:5][C:4]=1F.[C:17](=O)(O)[O-:18].[Na+]. The catalyst is CO. The product is [Br:2][C:3]1[CH:8]=[CH:7][C:6]([S:9]([CH:12]2[CH2:15][CH2:14][CH2:13]2)(=[O:11])=[O:10])=[CH:5][C:4]=1[O:18][CH3:17]. The yield is 0.870. (2) The reactants are [Br:1][C:2]1[CH:3]=[C:4]([NH2:10])[C:5]([O:8][CH3:9])=[N:6][CH:7]=1.[F:11][C:12]1[CH:17]=[C:16]([F:18])[CH:15]=[CH:14][C:13]=1[S:19](Cl)(=[O:21])=[O:20]. The catalyst is N1C=CC=CC=1. The product is [Br:1][C:2]1[CH:3]=[C:4]([NH:10][S:19]([C:13]2[CH:14]=[CH:15][C:16]([F:18])=[CH:17][C:12]=2[F:11])(=[O:21])=[O:20])[C:5]([O:8][CH3:9])=[N:6][CH:7]=1. The yield is 0.317. (3) The reactants are [NH2:1][C:2]1[C:11]([Cl:12])=[CH:10][C:5]([C:6]([O:8]C)=[O:7])=[C:4]([O:13][CH3:14])[C:3]=1[O:15][CH3:16].[OH-].[K+].Cl. The catalyst is O. The product is [NH2:1][C:2]1[C:11]([Cl:12])=[CH:10][C:5]([C:6]([OH:8])=[O:7])=[C:4]([O:13][CH3:14])[C:3]=1[O:15][CH3:16]. The yield is 0.848. (4) The reactants are Cl.[Cl:2][C:3]1[C:4]([F:28])=[C:5]([CH:25]=[CH:26][CH:27]=1)[NH:6][C:7]1[C:16]2[C:11](=[CH:12][C:13]([O:23][CH3:24])=[C:14]([O:17][C@H:18]3[CH2:22][CH2:21][NH:20][CH2:19]3)[CH:15]=2)[N:10]=[CH:9][N:8]=1.[CH3:29][N:30]([CH3:35])[S:31](Cl)(=[O:33])=[O:32]. The catalyst is C(Cl)Cl.N1C=CC=CC=1.C(N(C(C)C)CC)(C)C. The product is [Cl:2][C:3]1[C:4]([F:28])=[C:5]([CH:25]=[CH:26][CH:27]=1)[NH:6][C:7]1[C:16]2[C:11](=[CH:12][C:13]([O:23][CH3:24])=[C:14]([O:17][C@H:18]3[CH2:22][CH2:21][N:20]([S:31](=[O:33])(=[O:32])[N:30]([CH3:35])[CH3:29])[CH2:19]3)[CH:15]=2)[N:10]=[CH:9][N:8]=1. The yield is 0.530. (5) The reactants are [OH:1][C:2]1[CH:3]=[N:4][C:5]2[C:10]([CH:11]=1)=[CH:9][C:8]([CH3:12])=[CH:7][CH:6]=2.[H-].[Na+].[Cl:15][C:16]1[CH:17]=[C:18]([N+:24]([O-:26])=[O:25])[CH:19]=[C:20]([Cl:23])[C:21]=1Cl.Cl. The catalyst is CN(C=O)C. The product is [Cl:15][C:16]1[CH:17]=[C:18]([N+:24]([O-:26])=[O:25])[CH:19]=[C:20]([Cl:23])[C:21]=1[O:1][C:2]1[CH:3]=[N:4][C:5]2[C:10]([CH:11]=1)=[CH:9][C:8]([CH3:12])=[CH:7][CH:6]=2. The yield is 0.670.